From a dataset of Full USPTO retrosynthesis dataset with 1.9M reactions from patents (1976-2016). Predict the reactants needed to synthesize the given product. (1) Given the product [OH:1][CH:2]1[CH2:11][C:10]2[C:9]([N:12]3[CH2:13][CH2:14][N:15]([CH2:18][CH2:19][CH2:20][CH2:21][O:22][C:23]4[N:32]=[C:31]5[C:26]([CH:27]=[CH:28][C:29](=[O:33])[NH:30]5)=[CH:25][CH:24]=4)[CH2:16][CH2:17]3)=[CH:8][CH:7]=[CH:6][C:5]=2[CH2:4][CH2:3]1, predict the reactants needed to synthesize it. The reactants are: [O:1]=[C:2]1[CH2:11][C:10]2[C:9]([N:12]3[CH2:17][CH2:16][N:15]([CH2:18][CH2:19][CH2:20][CH2:21][O:22][C:23]4[N:32]=[C:31]5[C:26]([CH:27]=[CH:28][C:29](=[O:33])[NH:30]5)=[CH:25][CH:24]=4)[CH2:14][CH2:13]3)=[CH:8][CH:7]=[CH:6][C:5]=2[CH2:4][CH2:3]1.[BH4-].[Na+]. (2) Given the product [CH2:7]([N:10]1[C@@H:14]([C:15]2[CH:20]=[CH:19][C:18]([C:21]3[CH:26]=[CH:25][C:24]([O:27][C:28]([F:31])([F:30])[F:29])=[CH:23][CH:22]=3)=[CH:17][CH:16]=2)[CH2:13][CH2:12][C:11]1=[O:33])[CH:8]=[CH2:9], predict the reactants needed to synthesize it. The reactants are: CC([O-])(C)C.[K+].[CH2:7]([NH:10][C:11](=[O:33])[CH2:12][CH2:13][C@H:14](O)[C:15]1[CH:20]=[CH:19][C:18]([C:21]2[CH:26]=[CH:25][C:24]([O:27][C:28]([F:31])([F:30])[F:29])=[CH:23][CH:22]=2)=[CH:17][CH:16]=1)[CH:8]=[CH2:9].S(Cl)(C1C=CC(C)=CC=1)(=O)=O.Cl. (3) Given the product [F:15][CH:14]([F:16])[C:11]1[CH:12]=[CH:13][C:8]([C:6]2[C:5]([F:17])=[CH:4][N:3]=[C:2]([C:18]#[N:19])[CH:7]=2)=[CH:9][CH:10]=1, predict the reactants needed to synthesize it. The reactants are: Cl[C:2]1[CH:7]=[C:6]([C:8]2[CH:13]=[CH:12][C:11]([CH:14]([F:16])[F:15])=[CH:10][CH:9]=2)[C:5]([F:17])=[CH:4][N:3]=1.[CH3:18][N:19](C)C=O. (4) Given the product [CH3:24][N:25]([CH3:26])[C:2]1[N:7]2[N:8]=[C:9]([NH:11][C:12](=[O:19])[C:13]3[CH:18]=[CH:17][CH:16]=[N:15][CH:14]=3)[N:10]=[C:6]2[CH:5]=[C:4]([C:20]([F:23])([F:22])[F:21])[CH:3]=1, predict the reactants needed to synthesize it. The reactants are: Cl[C:2]1[N:7]2[N:8]=[C:9]([NH:11][C:12](=[O:19])[C:13]3[CH:18]=[CH:17][CH:16]=[N:15][CH:14]=3)[N:10]=[C:6]2[CH:5]=[C:4]([C:20]([F:23])([F:22])[F:21])[CH:3]=1.[CH3:24][NH:25][CH3:26]. (5) The reactants are: NC1N=CN=C2C=1N=CN2[CH:11]([C:13]1[N:14]([C:25]2[CH:30]=[CH:29][CH:28]=[CH:27][CH:26]=2)[C:15](=[O:24])[C:16]2[C:21]([Br:22])=[N:20][N:19]([CH3:23])[C:17]=2[N:18]=1)[CH3:12].BrC1C2C(=O)N(C3C=CC=CC=3)C(C(Br)C)=NC=2N(C)N=1.O.[SH:53][C:54]1[N:62]=[CH:61][N:60]=[C:59]2[C:55]=1[NH:56][CH:57]=[N:58]2.C(=O)([O-])[O-].[K+].[K+]. Given the product [Br:22][C:21]1[C:16]2[C:15](=[O:24])[N:14]([C:25]3[CH:30]=[CH:29][CH:28]=[CH:27][CH:26]=3)[C:13]([CH:11]([S:53][C:54]3[N:62]=[CH:61][N:60]=[C:59]4[C:55]=3[N:56]=[CH:57][NH:58]4)[CH3:12])=[N:18][C:17]=2[N:19]([CH3:23])[N:20]=1, predict the reactants needed to synthesize it.